This data is from Catalyst prediction with 721,799 reactions and 888 catalyst types from USPTO. The task is: Predict which catalyst facilitates the given reaction. Reactant: [CH3:1][Mg]Cl.[Cl:4][C:5]1[N:13]=[C:12]([Cl:14])[CH:11]=[CH:10][C:6]=1C(O)=O.C([O:17][CH3:18])=O.Cl. Product: [Cl:14][C:12]1[CH:11]=[C:10]([C:18](=[O:17])[CH3:1])[CH:6]=[C:5]([Cl:4])[N:13]=1. The catalyst class is: 1.